Dataset: Reaction yield outcomes from USPTO patents with 853,638 reactions. Task: Predict the reaction yield, written as a fraction of the theoretical maximum amount of product (1.0 means a 100% yield; for example, 0.34 means a 34% yield). (1) The reactants are [C:1]([C:4]1[C:9]([NH:10][C:11]([C:13]2[S:14][CH:15]=[C:16]([CH:18]([CH3:20])[CH3:19])[N:17]=2)=O)=[C:8]([F:21])[C:7]([O:22][CH3:23])=[CH:6][CH:5]=1)(=[O:3])[CH3:2].C(C1N=C(C2C=C(O)C3C(=CC(OC)=CC=3)N=2)SC=1)(C)C. No catalyst specified. The product is [CH:18]([C:16]1[N:17]=[C:13]([C:11]2[CH:2]=[C:1]([OH:3])[C:4]3[C:9](=[C:8]([F:21])[C:7]([O:22][CH3:23])=[CH:6][CH:5]=3)[N:10]=2)[S:14][CH:15]=1)([CH3:20])[CH3:19]. The yield is 0.900. (2) The reactants are [C:1]([O:5][C:6]([N:8]1[CH2:14][CH2:13][C:12]2[C:15]([S:20][C:21](=O)N(C)C)=[C:16]([Cl:19])[CH:17]=[CH:18][C:11]=2[CH2:10][CH2:9]1)=[O:7])([CH3:4])([CH3:3])[CH3:2].[Cl:26][C:27]1[CH:32]=[CH:31][C:30](CCl)=[CH:29][N:28]=1. No catalyst specified. The product is [C:1]([O:5][C:6]([N:8]1[CH2:14][CH2:13][C:12]2[C:15]([S:20][CH2:21][C:30]3[CH:29]=[N:28][C:27]([Cl:26])=[CH:32][CH:31]=3)=[C:16]([Cl:19])[CH:17]=[CH:18][C:11]=2[CH2:10][CH2:9]1)=[O:7])([CH3:3])([CH3:4])[CH3:2]. The yield is 0.950. (3) The reactants are [CH2:1]([C:4]1[CH:9]=[CH:8][C:7]([C:10]2[CH2:19][CH2:18][C:13]3([O:17][CH2:16][CH2:15][O:14]3)[CH2:12][CH:11]=2)=[CH:6][CH:5]=1)[CH2:2][CH3:3]. The catalyst is CCO.[Pd]. The product is [CH2:1]([C:4]1[CH:5]=[CH:6][C:7]([CH:10]2[CH2:11][CH2:12][C:13]3([O:17][CH2:16][CH2:15][O:14]3)[CH2:18][CH2:19]2)=[CH:8][CH:9]=1)[CH2:2][CH3:3]. The yield is 0.960. (4) The reactants are [OH:1][C:2]1[CH:3]=[CH:4][C:5]([CH3:8])=[N:6][CH:7]=1.C.[ClH:10]. The catalyst is CO. The product is [Cl:10][C:7]1[C:2]([OH:1])=[CH:3][CH:4]=[C:5]([CH3:8])[N:6]=1. The yield is 0.673.